This data is from Forward reaction prediction with 1.9M reactions from USPTO patents (1976-2016). The task is: Predict the product of the given reaction. (1) Given the reactants [OH:1][C:2]1[CH:3]=[C:4]([CH2:8][C:9]([OH:11])=[O:10])[CH:5]=[CH:6][CH:7]=1.[C:12](OC(=O)C)(=[O:14])[CH3:13], predict the reaction product. The product is: [C:12]([O:1][C:2]1[CH:3]=[C:4]([CH2:8][C:9]([OH:11])=[O:10])[CH:5]=[CH:6][CH:7]=1)(=[O:14])[CH3:13]. (2) Given the reactants [NH:1]1[CH:5]=[CH:4][N:3]=[CH:2]1.[H-].[Na+].Cl[C:9]1[C:18]2[C:13](=[CH:14][CH:15]=[CH:16][CH:17]=2)[N:12]=[C:11]([C:19]2[CH:24]=[CH:23][C:22]([F:25])=[CH:21][CH:20]=2)[CH:10]=1, predict the reaction product. The product is: [F:25][C:22]1[CH:21]=[CH:20][C:19]([C:11]2[CH:10]=[C:9]([N:1]3[CH:5]=[CH:4][N:3]=[CH:2]3)[C:18]3[C:13](=[CH:14][CH:15]=[CH:16][CH:17]=3)[N:12]=2)=[CH:24][CH:23]=1. (3) Given the reactants [Br:1][C:2]1[C:3]([OH:8])=[N:4][CH:5]=[CH:6][CH:7]=1.IC.[C:11](=O)([O-])[O-].[K+].[K+].O, predict the reaction product. The product is: [Br:1][C:2]1[C:3](=[O:8])[N:4]([CH3:11])[CH:5]=[CH:6][CH:7]=1. (4) Given the reactants [NH2:1][C:2]([NH2:4])=[O:3].[S:5](=[O:9])(=[O:8])([OH:7])[OH:6].[OH-].[Na+], predict the reaction product. The product is: [S:5](=[O:7])(=[O:6])([OH:9])[OH:8].[NH2:1][C:2]([NH2:4])=[O:3].